Dataset: Catalyst prediction with 721,799 reactions and 888 catalyst types from USPTO. Task: Predict which catalyst facilitates the given reaction. (1) Reactant: [Br:1][C:2]1[C:7]([CH3:8])=[CH:6][C:5](Br)=[CH:4][C:3]=1[CH3:10].[O:11]1[CH2:16][CH:15]=[C:14](B2OC(C)(C)C(C)(C)O2)[CH2:13][CH2:12]1.[O-]P([O-])([O-])=O.[K+].[K+].[K+]. Product: [Br:1][C:2]1[C:7]([CH3:8])=[CH:6][C:5]([C:14]2[CH2:15][CH2:16][O:11][CH2:12][CH:13]=2)=[CH:4][C:3]=1[CH3:10]. The catalyst class is: 11. (2) Reactant: [Br:1][C:2]1[CH:7]=[C:6]([N+:8]([O-:10])=[O:9])[CH:5]=[C:4]([CH3:11])[C:3]=1[OH:12].CCN(CC)CC.[O:20](S(C(F)(F)F)(=O)=O)[S:21]([C:24]([F:27])([F:26])[F:25])(=O)=[O:22].Cl. Product: [F:25][C:24]([F:27])([F:26])[S:21]([O:12][C:3]1[C:4]([CH3:11])=[CH:5][C:6]([N+:8]([O-:10])=[O:9])=[CH:7][C:2]=1[Br:1])(=[O:22])=[O:20]. The catalyst class is: 2.